From a dataset of Full USPTO retrosynthesis dataset with 1.9M reactions from patents (1976-2016). Predict the reactants needed to synthesize the given product. (1) Given the product [Br:1][C:2]1[CH:3]=[CH:4][C:5]([C:6]2[O:8][CH2:23][C:22]([CH3:26])([CH3:25])[N:21]=2)=[CH:9][CH:10]=1, predict the reactants needed to synthesize it. The reactants are: [Br:1][C:2]1[CH:10]=[CH:9][C:5]([C:6]([OH:8])=O)=[CH:4][CH:3]=1.BrC1C=CC=CC=1C(Cl)=O.[NH2:21][C:22]([CH3:26])([CH3:25])[CH2:23]O. (2) Given the product [CH:7]([OH:8])=[O:6].[CH:44]1([N:47]([CH2:48][C:49]2[CH:54]=[CH:53][CH:52]=[C:51]([CH3:55])[C:50]=2[CH3:56])[C:36]([C:15]2[C@@H:14]3[NH:9][C@H:10]([CH2:17][C:16]=2[C:18]2[CH:23]=[CH:22][C:21]([O:24][CH2:25][CH2:26][O:27][C:28]4[CH:33]=[C:32]([F:34])[CH:31]=[CH:30][C:29]=4[Cl:35])=[CH:20][CH:19]=2)[CH2:11][N:12]([C:39](=[O:41])[CH3:40])[CH2:13]3)=[O:37])[CH2:46][CH2:45]1, predict the reactants needed to synthesize it. The reactants are: ClC(Cl)(Cl)C([O:6][C:7]([N:9]1[CH:14]2[C:15]([C:36](O)=[O:37])=[C:16]([C:18]3[CH:23]=[CH:22][C:21]([O:24][CH2:25][CH2:26][O:27][C:28]4[CH:33]=[C:32]([F:34])[CH:31]=[CH:30][C:29]=4[Cl:35])=[CH:20][CH:19]=3)[CH2:17][CH:10]1[CH2:11][N:12]([C:39](=[O:41])[CH3:40])[CH2:13]2)=[O:8])(C)C.[CH:44]1([NH:47][CH2:48][C:49]2[CH:54]=[CH:53][CH:52]=[C:51]([CH3:55])[C:50]=2[CH3:56])[CH2:46][CH2:45]1. (3) Given the product [Cl:40][CH2:27][C:15]1[N:16]([C:18]2[CH:23]=[CH:22][C:21]([N+:24]([O-:26])=[O:25])=[CH:20][CH:19]=2)[CH:17]=[C:13]([C:3]2[C:4]([C:7]3[CH:12]=[CH:11][CH:10]=[CH:9][CH:8]=3)=[N:5][O:6][C:2]=2[CH3:1])[N:14]=1, predict the reactants needed to synthesize it. The reactants are: [CH3:1][C:2]1[O:6][N:5]=[C:4]([C:7]2[CH:12]=[CH:11][CH:10]=[CH:9][CH:8]=2)[C:3]=1[C:13]1[N:14]=[C:15]([CH2:27]O)[N:16]([C:18]2[CH:23]=[CH:22][C:21]([N+:24]([O-:26])=[O:25])=[CH:20][CH:19]=2)[CH:17]=1.C(N(CC)CC)C.CS([Cl:40])(=O)=O.C(=O)([O-])O.[Na+]. (4) Given the product [OH:24][CH:23]([C:19]1[CH:18]=[N:17][CH:22]=[CH:21][CH:20]=1)[C:2](=[CH2:3])[C:1]([O:5][CH2:6][C:7]1[CH:12]=[CH:11][CH:10]=[C:9]([C:13]([F:14])([F:15])[F:16])[CH:8]=1)=[O:4], predict the reactants needed to synthesize it. The reactants are: [C:1]([O:5][CH2:6][C:7]1[CH:12]=[CH:11][CH:10]=[C:9]([C:13]([F:16])([F:15])[F:14])[CH:8]=1)(=[O:4])[CH:2]=[CH2:3].[N:17]1[CH:22]=[CH:21][CH:20]=[C:19]([CH:23]=[O:24])[CH:18]=1.N12CCN(CC1)CC2.